This data is from Reaction yield outcomes from USPTO patents with 853,638 reactions. The task is: Predict the reaction yield, written as a fraction of the theoretical maximum amount of product (1.0 means a 100% yield; for example, 0.34 means a 34% yield). (1) The reactants are [C:1]([C:5]1[CH:10]=[C:9]([Br:11])[C:8]([N+:12]([O-])=O)=[CH:7][C:6]=1[OH:15])([CH3:4])([CH3:3])[CH3:2]. The catalyst is CO.[Ni]. The product is [C:1]([C:5]1[CH:10]=[C:9]([Br:11])[C:8]([NH2:12])=[CH:7][C:6]=1[OH:15])([CH3:4])([CH3:2])[CH3:3]. The yield is 0.700. (2) The reactants are [CH:1]([C:3]1[NH:4][C:5]([CH3:11])=[CH:6][C:7]=1[C:8]([OH:10])=O)=[O:2].[CH2:12]([N:14]([CH2:18][CH3:19])[CH2:15][CH2:16][NH2:17])[CH3:13]. No catalyst specified. The product is [CH2:12]([N:14]([CH2:18][CH3:19])[CH2:15][CH2:16][NH:17][C:8]([C:7]1[CH:6]=[C:5]([CH3:11])[NH:4][C:3]=1[CH:1]=[O:2])=[O:10])[CH3:13]. The yield is 0.940.